This data is from Experimentally validated miRNA-target interactions with 360,000+ pairs, plus equal number of negative samples. The task is: Binary Classification. Given a miRNA mature sequence and a target amino acid sequence, predict their likelihood of interaction. The protein sequence of the target gene is MRPTLLWSLLLLLGVFAAAAAAPPDPLSQLPAPQHPKIRLYNAEQVLSWEPVALSNSTRPVVYQVQFKYTDSKWFTADIMSIGVNCTQITATECDFTAASPSAGFPMDFNVTLRLRAELGALHSAWVTMPWFQHYRNVTVGPPENIEVTPGEGSLIIRFSSPFDIADTSTAFFCYYVHYWEKGGIQQVKGPFRSNSISLDNLKPSRVYCLQVQAQLLWNKSNIFRVGHLSNISCYETMADASTELQQVILISVGTFSLLSVLAGACFFLVLKYRGLIKYWFHTPPSIPLQIEEYLKDPTQ.... The miRNA is hsa-miR-632 with sequence GUGUCUGCUUCCUGUGGGA. Result: 1 (interaction).